From a dataset of Reaction yield outcomes from USPTO patents with 853,638 reactions. Predict the reaction yield, written as a fraction of the theoretical maximum amount of product (1.0 means a 100% yield; for example, 0.34 means a 34% yield). (1) The product is [N+:19]([C:14]1[CH:13]=[C:12]([O:1][CH2:2][C:3]2[CH:8]=[CH:7][N:6]=[CH:5][CH:4]=2)[CH:18]=[CH:17][C:15]=1[NH2:16])([O-:21])=[O:20]. The yield is 0.130. The reactants are [OH:1][CH2:2][C:3]1[CH:8]=[CH:7][N:6]=[CH:5][CH:4]=1.[H-].[Na+].Cl[C:12]1[CH:18]=[CH:17][C:15]([NH2:16])=[C:14]([N+:19]([O-:21])=[O:20])[CH:13]=1. The catalyst is CC(N(C)C)=O. (2) The reactants are [CH:1]1([CH:7]([OH:25])[C:8]23[C:14](=[O:15])[O:13][C:12]2([CH3:16])[CH:11]([CH:17]([OH:23])[CH2:18][CH2:19][CH2:20][CH2:21][CH3:22])[C:10](=[O:24])[NH:9]3)[CH2:6][CH2:5][CH2:4][CH:3]=[CH:2]1.C(N(CC)CC)C.[CH2:33]([SH:40])[C:34]1[CH:39]=[CH:38][CH:37]=[CH:36][CH:35]=1. The catalyst is ClCCl. The product is [CH2:33]([S:40][C:14]([C:8]1([CH:7]([CH:1]2[CH2:6][CH2:5][CH2:4][CH:3]=[CH:2]2)[OH:25])[C:12]([OH:13])([CH3:16])[CH:11]([CH:17]([OH:23])[CH2:18][CH2:19][CH2:20][CH2:21][CH3:22])[C:10](=[O:24])[NH:9]1)=[O:15])[C:34]1[CH:39]=[CH:38][CH:37]=[CH:36][CH:35]=1. The yield is 0.410. (3) The reactants are COC1C=CC([CH2:7][N:8](C)[C:9]2[CH:18]=[C:17]3[C:12]([CH:13]=[C:14]([C:22]4[CH:27]=[C:26]([NH2:28])[C:25]([F:29])=[CH:24][C:23]=4[Cl:30])[C:15](=[O:21])[N:16]3[CH2:19][CH3:20])=[CH:11][N:10]=2)=CC=1.C(O)(C(F)(F)F)=O. The catalyst is C(Cl)Cl. The product is [NH2:28][C:26]1[C:25]([F:29])=[CH:24][C:23]([Cl:30])=[C:22]([C:14]2[C:15](=[O:21])[N:16]([CH2:19][CH3:20])[C:17]3[C:12]([CH:13]=2)=[CH:11][N:10]=[C:9]([NH:8][CH3:7])[CH:18]=3)[CH:27]=1. The yield is 0.440. (4) The reactants are [CH2:1]([O:3][C:4](=[O:29])[CH2:5][O:6][C:7]1[CH:12]=[CH:11][C:10]([O:13]CC=C)=[CH:9][C:8]=1[C:17](=[O:28])[NH:18][CH2:19][C:20]1[CH:25]=[CH:24][C:23]([Br:26])=[CH:22][C:21]=1[F:27])[CH3:2].O1CCOCC1.N1CCCC1. The catalyst is C(OCC)(=O)C. The product is [CH2:1]([O:3][C:4](=[O:29])[CH2:5][O:6][C:7]1[CH:12]=[CH:11][C:10]([OH:13])=[CH:9][C:8]=1[C:17](=[O:28])[NH:18][CH2:19][C:20]1[CH:25]=[CH:24][C:23]([Br:26])=[CH:22][C:21]=1[F:27])[CH3:2]. The yield is 0.760. (5) The reactants are [CH2:1]([N:8]1[C:17]2[C:12](=[CH:13][CH:14]=[CH:15][N:16]=2)[C:11]([OH:18])=[C:10]([C:19](OCC)=[O:20])[C:9]1=[O:24])[C:2]1[CH:7]=[CH:6][CH:5]=[CH:4][CH:3]=1.[NH2:25][C:26]1[CH:31]=[CH:30][C:29]([Br:32])=[CH:28][C:27]=1[S:33]([NH2:36])(=[O:35])=[O:34]. The catalyst is C1(C)C=CC=CC=1. The product is [NH2:36][S:33]([C:27]1[CH:28]=[C:29]([Br:32])[CH:30]=[CH:31][C:26]=1[NH:25][C:19]([C:10]1[C:9](=[O:24])[N:8]([CH2:1][C:2]2[CH:7]=[CH:6][CH:5]=[CH:4][CH:3]=2)[C:17]2[C:12]([C:11]=1[OH:18])=[CH:13][CH:14]=[CH:15][N:16]=2)=[O:20])(=[O:35])=[O:34]. The yield is 0.700. (6) The reactants are [CH:1]1([N:6]2[C:11]3[N:12]=[C:13](S(C)(=O)=O)[N:14]=[C:15]([CH3:16])[C:10]=3[CH:9]=[C:8]([C:21]3[CH:22]=[N:23][N:24]([CH2:26][CH2:27][O:28]COC)[CH:25]=3)[C:7]2=[O:32])[CH2:5][CH2:4][CH2:3][CH2:2]1.[CH3:33][NH2:34]. The catalyst is C1COCC1. The product is [CH:1]1([N:6]2[C:11]3[N:12]=[C:13]([NH:34][CH3:33])[N:14]=[C:15]([CH3:16])[C:10]=3[CH:9]=[C:8]([C:21]3[CH:22]=[N:23][N:24]([CH2:26][CH2:27][OH:28])[CH:25]=3)[C:7]2=[O:32])[CH2:5][CH2:4][CH2:3][CH2:2]1. The yield is 0.700. (7) The reactants are [CH3:1][CH:2]([N:4]1[C:12](/[CH:13]=[CH:14]/[C@H:15]([OH:24])[CH2:16][C@H:17]([OH:23])[CH2:18][C:19]([O:21]C)=[O:20])=[C:11]([C:25]2[CH:30]=[CH:29][C:28]([F:31])=[CH:27][CH:26]=2)[C:10]2[C:5]1=[CH:6][CH:7]=[CH:8][CH:9]=2)[CH3:3].[OH-].[Na+:33]. The catalyst is O. The product is [CH3:3][CH:2]([N:4]1[C:12](/[CH:13]=[CH:14]/[CH:15]([OH:24])[CH2:16][CH:17]([OH:23])[CH2:18][C:19]([O-:21])=[O:20])=[C:11]([C:25]2[CH:26]=[CH:27][C:28]([F:31])=[CH:29][CH:30]=2)[C:10]2[CH:9]=[CH:8][CH:7]=[CH:6][C:5]1=2)[CH3:1].[Na+:33]. The yield is 0.310. (8) The reactants are Br[C:2]1[CH:7]=[C:6]([F:8])[CH:5]=[C:4]([F:9])[C:3]=1[NH:10][C:11]([C:13]1[C:14]([CH3:20])=[N:15][N:16]([CH3:19])[C:17]=1[F:18])=[O:12].[CH3:21][O:22][N:23]=[CH:24][C:25]1[CH:30]=[CH:29][C:28](B(O)O)=[CH:27][CH:26]=1.COCCOC.C(=O)([O-])[O-].[Na+].[Na+]. The catalyst is O.[Pd].C1(P(C2C=CC=CC=2)C2C=CC=CC=2)C=CC=CC=1.C1(P(C2C=CC=CC=2)C2C=CC=CC=2)C=CC=CC=1.C1(P(C2C=CC=CC=2)C2C=CC=CC=2)C=CC=CC=1.C1(P(C2C=CC=CC=2)C2C=CC=CC=2)C=CC=CC=1. The product is [F:9][C:4]1[C:3]([NH:10][C:11]([C:13]2[C:14]([CH3:20])=[N:15][N:16]([CH3:19])[C:17]=2[F:18])=[O:12])=[C:2]([C:28]2[CH:29]=[CH:30][C:25]([CH:24]=[N:23][O:22][CH3:21])=[CH:26][CH:27]=2)[CH:7]=[C:6]([F:8])[CH:5]=1. The yield is 0.480.